This data is from Full USPTO retrosynthesis dataset with 1.9M reactions from patents (1976-2016). The task is: Predict the reactants needed to synthesize the given product. (1) Given the product [F:17][C:14]1[CH:15]=[CH:16][C:11]([CH:8]2[C:6]3[N:7]=[C:2]([NH:25][C:24]4[CH:26]=[CH:27][C:28]([N:29]5[CH:33]=[N:32][C:31]([CH3:34])=[N:30]5)=[C:22]([O:21][CH3:20])[CH:23]=4)[N:3]=[C:4]([NH:18][CH3:19])[C:5]=3[CH2:10][CH2:9]2)=[CH:12][CH:13]=1, predict the reactants needed to synthesize it. The reactants are: Cl[C:2]1[N:3]=[C:4]([NH:18][CH3:19])[C:5]2[CH2:10][CH2:9][CH:8]([C:11]3[CH:16]=[CH:15][C:14]([F:17])=[CH:13][CH:12]=3)[C:6]=2[N:7]=1.[CH3:20][O:21][C:22]1[CH:23]=[C:24]([CH:26]=[CH:27][C:28]=1[N:29]1[CH:33]=[N:32][C:31]([CH3:34])=[N:30]1)[NH2:25].OS(O)(=O)=O.C([O-])(O)=O.[Na+]. (2) Given the product [O:25]=[C:19]1[CH:18]([N:12]2[CH2:11][C:10]3[C:14](=[CH:15][CH:16]=[C:8]([CH2:7][NH:6][C:28](=[O:29])[C:27]([F:42])([F:26])[C:31]4[CH:32]=[CH:33][C:34]([S:37][C:38]([F:39])([F:40])[F:41])=[CH:35][CH:36]=4)[CH:9]=3)[C:13]2=[O:17])[CH2:23][CH2:22][C:21](=[O:24])[NH:20]1, predict the reactants needed to synthesize it. The reactants are: CS(O)(=O)=O.[NH2:6][CH2:7][C:8]1[CH:9]=[C:10]2[C:14](=[CH:15][CH:16]=1)[C:13](=[O:17])[N:12]([CH:18]1[CH2:23][CH2:22][C:21](=[O:24])[NH:20][C:19]1=[O:25])[CH2:11]2.[F:26][C:27]([F:42])([C:31]1[CH:36]=[CH:35][C:34]([S:37][C:38]([F:41])([F:40])[F:39])=[CH:33][CH:32]=1)[C:28](O)=[O:29].C(N(CC)C(C)C)(C)C.F[P-](F)(F)(F)(F)F.CN(C(N(C)C)=[N+]1C2C(=NC=CC=2)[N+]([O-])=N1)C. (3) Given the product [Cl:22][C:19]1[CH:20]=[CH:21][C:16]([NH:15][C:4]2[N:3]=[C:2]([NH:24][NH2:25])[N:10]=[C:9]3[C:5]=2[N:6]=[CH:7][N:8]3[CH2:11][CH:12]([CH3:14])[CH3:13])=[CH:17][CH:18]=1, predict the reactants needed to synthesize it. The reactants are: Cl[C:2]1[N:10]=[C:9]2[C:5]([N:6]=[CH:7][N:8]2[CH2:11][CH:12]([CH3:14])[CH3:13])=[C:4]([NH:15][C:16]2[CH:21]=[CH:20][C:19]([Cl:22])=[CH:18][CH:17]=2)[N:3]=1.O.[NH2:24][NH2:25]. (4) Given the product [C:24]([O:23][C:22]([NH:21][C:16]1[CH:17]=[CH:18][CH:19]=[CH:20][C:15]=1[C:31]1[CH:43]=[CH:42][C:34]([C:35]([O:37][C:38]([CH3:40])([CH3:41])[CH3:39])=[O:36])=[C:33]([N+:44]([O-:46])=[O:45])[CH:32]=1)=[O:28])([CH3:25])([CH3:26])[CH3:27], predict the reactants needed to synthesize it. The reactants are: C(=O)([O-])[O-].[Na+].[Na+].CC1(C)C(C)(C)OB([C:15]2[CH:20]=[CH:19][CH:18]=[CH:17][C:16]=2[NH:21][C:22](=[O:28])[O:23][C:24]([CH3:27])([CH3:26])[CH3:25])O1.Br[C:31]1[CH:43]=[CH:42][C:34]([C:35]([O:37][C:38]([CH3:41])([CH3:40])[CH3:39])=[O:36])=[C:33]([N+:44]([O-:46])=[O:45])[CH:32]=1.C(O)(=O)CC(CC(O)=O)(C(O)=O)O. (5) Given the product [C:14]([NH:13][C:11]([C:10]1[C:4]2[C:5](=[N:6][CH:7]=[C:2]([C:35]3[N:36]=[CH:37][CH:38]=[C:39]4[CH:43]=[CH:42][N:41]([CH2:44][O:45][CH2:46][CH2:47][Si:48]([CH3:51])([CH3:50])[CH3:49])[C:40]=34)[N:3]=2)[N:8]([CH2:18][O:19][CH2:20][CH2:21][Si:22]([CH3:25])([CH3:24])[CH3:23])[CH:9]=1)=[O:12])([CH3:17])([CH3:16])[CH3:15], predict the reactants needed to synthesize it. The reactants are: Br[C:2]1[N:3]=[C:4]2[C:10]([C:11]([NH:13][C:14]([CH3:17])([CH3:16])[CH3:15])=[O:12])=[CH:9][N:8]([CH2:18][O:19][CH2:20][CH2:21][Si:22]([CH3:25])([CH3:24])[CH3:23])[C:5]2=[N:6][CH:7]=1.C[Sn](C)C.C[Sn](C)C.Br[C:35]1[N:36]=[CH:37][CH:38]=[C:39]2[CH:43]=[CH:42][N:41]([CH2:44][O:45][CH2:46][CH2:47][Si:48]([CH3:51])([CH3:50])[CH3:49])[C:40]=12. (6) Given the product [CH3:1][O:2][C:3]1[CH:40]=[C:39]([O:41][CH3:42])[CH:38]=[CH:37][C:4]=1[CH2:5][NH:6][C:7]1[C:8]2[CH:15]=[CH:14][N:13]([C@H:16]3[C@@H:20]4[O:21][C:22]([CH3:24])([CH3:25])[O:23][C@@H:19]4[C@@H:18]([CH2:26][N:27]([CH3:43])[CH:28]4[CH2:29][CH:30]([CH2:32][C:33]([O:35][CH3:36])=[O:34])[CH2:31]4)[O:17]3)[C:9]=2[N:10]=[CH:11][N:12]=1, predict the reactants needed to synthesize it. The reactants are: [CH3:1][O:2][C:3]1[CH:40]=[C:39]([O:41][CH3:42])[CH:38]=[CH:37][C:4]=1[CH2:5][NH:6][C:7]1[C:8]2[CH:15]=[CH:14][N:13]([C@H:16]3[C@@H:20]4[O:21][C:22]([CH3:25])([CH3:24])[O:23][C@@H:19]4[C@@H:18]([CH2:26][NH:27][CH:28]4[CH2:31][CH:30]([CH2:32][C:33]([O:35][CH3:36])=[O:34])[CH2:29]4)[O:17]3)[C:9]=2[N:10]=[CH:11][N:12]=1.[C:43]([BH3-])#N.[Na+].C(O)(=O)C.C=O. (7) The reactants are: [CH3:1][C:2]1[CH:7]=[CH:6][C:5]([NH:8][C:9]2[C:10]([NH2:15])=[CH:11][CH:12]=[CH:13][CH:14]=2)=[CH:4][CH:3]=1.[S:16](N)(N)(=[O:18])=[O:17]. Given the product [CH3:1][C:2]1[CH:7]=[CH:6][C:5]([N:8]2[C:9]3[CH:14]=[CH:13][CH:12]=[CH:11][C:10]=3[NH:15][S:16]2(=[O:18])=[O:17])=[CH:4][CH:3]=1, predict the reactants needed to synthesize it. (8) Given the product [ClH:42].[CH3:1][S:2]([C:5]1[CH:10]=[CH:9][C:8]([C:11]2[C:12]([O:13][C:14]3[CH:15]=[CH:16][C:17]([O:18][CH2:19][CH2:20][N:21]4[CH2:22][CH2:23][CH2:24][CH2:25][CH2:26]4)=[CH:27][CH:28]=3)=[C:29]3[C:34](=[CH:47][CH:37]=2)[CH:33]=[C:32]([OH:35])[CH:31]=[CH:30]3)=[CH:7][C:6]=1[C:38]([F:40])([F:41])[F:39])(=[O:4])=[O:3], predict the reactants needed to synthesize it. The reactants are: [CH3:1][S:2]([C:5]1[CH:10]=[CH:9][C:8]([C:11]([CH3:37])=[C:12]([C:29]2[CH:34]=[CH:33][C:32]([O:35]C)=[CH:31][CH:30]=2)[O:13][C:14]2[CH:28]=[CH:27][C:17]([O:18][CH2:19][CH2:20][N:21]3[CH2:26][CH2:25][CH2:24][CH2:23][CH2:22]3)=[CH:16][CH:15]=2)=[CH:7][C:6]=1[C:38]([F:41])([F:40])[F:39])(=[O:4])=[O:3].[ClH:42].B(Br)(Br)Br.[CH3:47]O. (9) Given the product [CH3:2][O:22][CH:16]1[C:17]2[C:13](=[C:12]([CH3:11])[CH:20]=[CH:19][C:18]=2[CH3:21])[CH2:14][O:15]1, predict the reactants needed to synthesize it. The reactants are: [H-].[CH2:2]([Al+]CC(C)C)C(C)C.[CH3:11][C:12]1[CH:20]=[CH:19][C:18]([CH3:21])=[C:17]2[C:13]=1[CH2:14][O:15][C:16]2=[O:22].C(OCC)C.B(F)(F)F.CCOCC.